From a dataset of NCI-60 drug combinations with 297,098 pairs across 59 cell lines. Regression. Given two drug SMILES strings and cell line genomic features, predict the synergy score measuring deviation from expected non-interaction effect. (1) Drug 1: CC(CN1CC(=O)NC(=O)C1)N2CC(=O)NC(=O)C2. Drug 2: C1CN(P(=O)(OC1)NCCCl)CCCl. Cell line: UO-31. Synergy scores: CSS=13.8, Synergy_ZIP=-4.29, Synergy_Bliss=0.287, Synergy_Loewe=-2.28, Synergy_HSA=1.91. (2) Drug 1: CS(=O)(=O)C1=CC(=C(C=C1)C(=O)NC2=CC(=C(C=C2)Cl)C3=CC=CC=N3)Cl. Drug 2: CC1C(C(=O)NC(C(=O)N2CCCC2C(=O)N(CC(=O)N(C(C(=O)O1)C(C)C)C)C)C(C)C)NC(=O)C3=C4C(=C(C=C3)C)OC5=C(C(=O)C(=C(C5=N4)C(=O)NC6C(OC(=O)C(N(C(=O)CN(C(=O)C7CCCN7C(=O)C(NC6=O)C(C)C)C)C)C(C)C)C)N)C. Cell line: PC-3. Synergy scores: CSS=19.3, Synergy_ZIP=17.6, Synergy_Bliss=17.1, Synergy_Loewe=17.0, Synergy_HSA=16.1. (3) Drug 1: C1=CC(=CC=C1CCCC(=O)O)N(CCCl)CCCl. Drug 2: C1C(C(OC1N2C=C(C(=O)NC2=O)F)CO)O. Cell line: COLO 205. Synergy scores: CSS=55.8, Synergy_ZIP=-6.23, Synergy_Bliss=-5.35, Synergy_Loewe=3.53, Synergy_HSA=4.36.